Dataset: Forward reaction prediction with 1.9M reactions from USPTO patents (1976-2016). Task: Predict the product of the given reaction. (1) Given the reactants [CH3:1][NH:2][NH2:3].Cl.[F:5][CH:6]([F:15])[C:7](=O)[CH2:8][C:9](OCC)=[O:10], predict the reaction product. The product is: [F:5][CH:6]([F:15])[C:7]1[CH:8]=[C:9]([OH:10])[N:2]([CH3:1])[N:3]=1. (2) Given the reactants [NH:1]1[CH2:5][CH2:4][CH2:3][CH2:2]1.[CH3:6]N(C(OC)OC)C.[CH3:14][O:15][C:16]1[CH:21]=[CH:20][C:19]([N+:22]([O-:24])=[O:23])=[C:18]([CH3:25])[C:17]=1[CH3:26], predict the reaction product. The product is: [CH3:14][O:15][C:16]1[C:17]([CH3:26])=[C:18]([CH:25]=[CH:6][N:1]2[CH2:5][CH2:4][CH2:3][CH2:2]2)[C:19]([N+:22]([O-:24])=[O:23])=[CH:20][CH:21]=1.